This data is from Forward reaction prediction with 1.9M reactions from USPTO patents (1976-2016). The task is: Predict the product of the given reaction. Given the reactants [C:1]([C:5]1[CH:10]=[CH:9][C:8]([CH3:11])=[C:7]([N+:12]([O-])=O)[CH:6]=1)([CH3:4])([CH3:3])[CH3:2].[C:15](O[C:15]([O:17][C:18]([CH3:21])([CH3:20])[CH3:19])=[O:16])([O:17][C:18]([CH3:21])([CH3:20])[CH3:19])=[O:16], predict the reaction product. The product is: [C:15]([NH:12][C:7]1[CH:6]=[C:5]([C:1]([CH3:4])([CH3:3])[CH3:2])[CH:10]=[CH:9][C:8]=1[CH3:11])([O:17][C:18]([CH3:21])([CH3:20])[CH3:19])=[O:16].